Task: Predict the reactants needed to synthesize the given product.. Dataset: Full USPTO retrosynthesis dataset with 1.9M reactions from patents (1976-2016) Given the product [Br:29][C:2]1[CH:7]=[CH:6][C:5]([C:8]2[C:9]([C:20]3[CH:25]=[CH:24][C:23]([C:26]#[N:27])=[CH:22][C:21]=3[CH3:28])=[C:10]([CH2:13][CH2:14][C:15]([O:17][CH2:18][CH3:19])=[O:16])[S:11][CH:12]=2)=[CH:4][CH:3]=1, predict the reactants needed to synthesize it. The reactants are: N[C:2]1[CH:7]=[CH:6][C:5]([C:8]2[C:9]([C:20]3[CH:25]=[CH:24][C:23]([C:26]#[N:27])=[CH:22][C:21]=3[CH3:28])=[C:10]([CH2:13][CH2:14][C:15]([O:17][CH2:18][CH3:19])=[O:16])[S:11][CH:12]=2)=[CH:4][CH:3]=1.[BrH:29].N([O-])=O.[Na+].